This data is from Reaction yield outcomes from USPTO patents with 853,638 reactions. The task is: Predict the reaction yield, written as a fraction of the theoretical maximum amount of product (1.0 means a 100% yield; for example, 0.34 means a 34% yield). (1) The reactants are [NH:1]1[CH2:6][CH2:5][CH2:4][CH:3]([C:7]2[CH:8]=[CH:9][C:10]3[O:24][CH2:23][C:13]4([C:21]5[C:16](=[CH:17][CH:18]=[CH:19][CH:20]=5)[NH:15][C:14]4=[O:22])[C:11]=3[CH:12]=2)[CH2:2]1.C(N(CC)CC)C.[C:32](O[C:32]([O:34][C:35]([CH3:38])([CH3:37])[CH3:36])=[O:33])([O:34][C:35]([CH3:38])([CH3:37])[CH3:36])=[O:33]. The catalyst is ClCCl. The product is [O:22]=[C:14]1[C:13]2([C:11]3[CH:12]=[C:7]([CH:3]4[CH2:4][CH2:5][CH2:6][N:1]([C:32]([O:34][C:35]([CH3:38])([CH3:37])[CH3:36])=[O:33])[CH2:2]4)[CH:8]=[CH:9][C:10]=3[O:24][CH2:23]2)[C:21]2[C:16](=[CH:17][CH:18]=[CH:19][CH:20]=2)[NH:15]1. The yield is 0.400. (2) The reactants are [Br:1][C:2]1[CH:7]=[C:6]([CH3:8])[CH:5]=[C:4]([Br:9])[C:3]=1[O:10][C:11]1[CH:16]=[CH:15][C:14]([N+:17]([O-:19])=[O:18])=[CH:13][CH:12]=1.[O-:20][Mn](=O)(=O)=O.[K+].[OH2:26]. The catalyst is N1C=CC=CC=1.C(OCC)(=O)C.Cl. The product is [Br:1][C:2]1[CH:7]=[C:6]([CH:5]=[C:4]([Br:9])[C:3]=1[O:10][C:11]1[CH:12]=[CH:13][C:14]([N+:17]([O-:19])=[O:18])=[CH:15][CH:16]=1)[C:8]([OH:20])=[O:26]. The yield is 0.710. (3) The reactants are [C:1]([C:9]1([OH:18])[CH2:14][CH2:13][CH2:12][CH2:11][CH:10]1[C:15]([OH:17])=[O:16])(=[O:8])[C:2]1[CH:7]=[CH:6][CH:5]=[CH:4][CH:3]=1.CO.[CH:21]1(N=C=NC2CCCCC2)CCCCC1. The catalyst is ClCCl. The product is [CH3:21][O:16][C:15]([CH:10]1[CH2:11][CH2:12][CH2:13][CH2:14][C:9]1([C:1](=[O:8])[C:2]1[CH:3]=[CH:4][CH:5]=[CH:6][CH:7]=1)[OH:18])=[O:17]. The yield is 0.710. (4) The reactants are [Br:1]N1C(=O)CCC1=O.C1(P(C2C=CC=CC=2)C2C=CC=CC=2)C=CC=CC=1.[F:28][C:29]1[CH:34]=[CH:33][C:32]([CH2:35][O:36][CH2:37][CH2:38]O)=[CH:31][CH:30]=1. The catalyst is C(Cl)Cl.[Al]. The product is [Br:1][CH2:38][CH2:37][O:36][CH2:35][C:32]1[CH:33]=[CH:34][C:29]([F:28])=[CH:30][CH:31]=1. The yield is 0.480. (5) The reactants are C1(P(C2C=CC=CC=2)C2C=CC=CC=2)C=CC=CC=1.N(C(OC(C)C)=O)=NC(OC(C)C)=O.[OH:34][C:35]1[CH:44]=[CH:43][CH:42]=[C:41]2[C:36]=1[CH:37]=[CH:38][CH:39]=[N:40]2.[CH3:45][O:46][C:47](=[O:51])[C@@H:48]([CH3:50])O. The catalyst is O1CCCC1.C(OCC)(=O)C. The product is [CH3:45][O:46][C:47](=[O:51])[C@@H:48]([O:34][C:35]1[CH:44]=[CH:43][CH:42]=[C:41]2[C:36]=1[CH:37]=[CH:38][CH:39]=[N:40]2)[CH3:50]. The yield is 0.810.